Dataset: Catalyst prediction with 721,799 reactions and 888 catalyst types from USPTO. Task: Predict which catalyst facilitates the given reaction. (1) Reactant: [NH2:1][C:2]1[CH:7]=[N:6][C:5](Br)=[CH:4][N:3]=1.[CH2:9]([O:16][C:17]1[C:18]([F:27])=[C:19](B(O)O)[CH:20]=[CH:21][C:22]=1[Cl:23])[C:10]1[CH:15]=[CH:14][CH:13]=[CH:12][CH:11]=1.C([O-])([O-])=O.[K+].[K+].C(Cl)Cl. Product: [CH2:9]([O:16][C:17]1[C:18]([F:27])=[C:19]([C:5]2[N:6]=[CH:7][C:2]([NH2:1])=[N:3][CH:4]=2)[CH:20]=[CH:21][C:22]=1[Cl:23])[C:10]1[CH:11]=[CH:12][CH:13]=[CH:14][CH:15]=1. The catalyst class is: 57. (2) Reactant: [CH3:1][N:2]1[C:6]([CH2:7][NH:8][C:9]2[CH:10]=[C:11]([CH:24]=[CH:25][CH:26]=2)[C:12]([C:14]2[CH:22]=[C:21]3[C:17]([CH2:18][C:19](=[O:23])[NH:20]3)=[CH:16][CH:15]=2)=[O:13])=[CH:5][C:4]([CH3:27])=[N:3]1.[CH:28](OCC)=[O:29].[O-]CC.[Na+].Cl. Product: [CH3:1][N:2]1[C:6]([CH2:7][NH:8][C:9]2[CH:10]=[C:11]([CH:24]=[CH:25][CH:26]=2)[C:12]([C:14]2[CH:22]=[C:21]3[C:17]([C:18](=[CH:28][OH:29])[C:19](=[O:23])[NH:20]3)=[CH:16][CH:15]=2)=[O:13])=[CH:5][C:4]([CH3:27])=[N:3]1. The catalyst class is: 8.